Dataset: Full USPTO retrosynthesis dataset with 1.9M reactions from patents (1976-2016). Task: Predict the reactants needed to synthesize the given product. (1) The reactants are: [CH2:1]([O:3][C:4]([C:6]1[C:7]([CH3:19])=[C:8]([C:12]([O:14][C:15]([CH3:18])([CH3:17])[CH3:16])=[O:13])[NH:9][C:10]=1[CH3:11])=[O:5])[CH3:2].C(O)(=[O:22])C.O.[N+]([O-])(O)=O.[N+]([O-])(O)=O.[N+]([O-])(O)=O.[N+]([O-])(O)=O.[N+]([O-])(O)=O.[N+]([O-])(O)=O.[Ce]. Given the product [CH2:1]([O:3][C:4]([C:6]1[C:7]([CH3:19])=[C:8]([C:12]([O:14][C:15]([CH3:18])([CH3:17])[CH3:16])=[O:13])[NH:9][C:10]=1[CH:11]=[O:22])=[O:5])[CH3:2], predict the reactants needed to synthesize it. (2) Given the product [C:1]([O:5][C:6]([N:8]1[CH:9]2[CH2:16][CH2:15][CH2:14][CH:13]1[CH2:12][NH:11][CH2:10]2)=[O:7])([CH3:4])([CH3:2])[CH3:3], predict the reactants needed to synthesize it. The reactants are: [C:1]([O:5][C:6]([N:8]1[CH:13]2[CH2:14][CH2:15][CH2:16][C:9]1(CC1C=CC=CC=1)[CH2:10][NH:11][CH2:12]2)=[O:7])([CH3:4])([CH3:3])[CH3:2].[H][H]. (3) Given the product [CH3:17][C:18]1[CH:23]=[CH:22][CH:21]=[CH:20][C:19]=1[N:24]1[CH:28]=[CH:27][C:26]([O:29][CH2:2][C:3]2[C:8]([CH3:9])=[CH:7][CH:6]=[CH:5][C:4]=2[N:10]2[C:14](=[O:15])[N:13]([CH3:16])[N:12]=[N:11]2)=[N:25]1, predict the reactants needed to synthesize it. The reactants are: Br[CH2:2][C:3]1[C:8]([CH3:9])=[CH:7][CH:6]=[CH:5][C:4]=1[N:10]1[C:14](=[O:15])[N:13]([CH3:16])[N:12]=[N:11]1.[CH3:17][C:18]1[CH:23]=[CH:22][CH:21]=[CH:20][C:19]=1[N:24]1[CH:28]=[CH:27][C:26]([OH:29])=[N:25]1.C(=O)([O-])[O-].[K+].[K+].C(#N)C. (4) The reactants are: Br[C:2]1[CH:7]=[C:6]([N+:8]([O-])=O)[CH:5]=[CH:4][C:3]=1[C:11]1([CH3:15])[CH2:14][O:13][CH2:12]1.C([O-])=O.[NH4+]. Given the product [CH3:15][C:11]1([C:3]2[CH:4]=[CH:5][C:6]([NH2:8])=[CH:7][CH:2]=2)[CH2:14][O:13][CH2:12]1, predict the reactants needed to synthesize it.